This data is from Full USPTO retrosynthesis dataset with 1.9M reactions from patents (1976-2016). The task is: Predict the reactants needed to synthesize the given product. (1) Given the product [Cl:1][C:2]1[CH:7]=[C:6]([N:8]([CH3:9])[CH3:10])[C:5]([F:11])=[CH:4][C:3]=1[C:12]1[CH:17]=[CH:16][N:15]=[C:14]([NH:18][C@@H:19]([CH:21]2[CH2:22][CH2:23]2)[CH3:20])[C:13]=1[NH2:24], predict the reactants needed to synthesize it. The reactants are: [Cl:1][C:2]1[CH:7]=[C:6]([N:8]([CH3:10])[CH3:9])[C:5]([F:11])=[CH:4][C:3]=1[C:12]1[CH:17]=[CH:16][N:15]=[C:14]([NH:18][C@@H:19]([CH:21]2[CH2:23][CH2:22]2)[CH3:20])[C:13]=1[N+:24]([O-])=O.Cl[Sn]Cl.O. (2) Given the product [C:10]([O:14][C:15]([N:17]1[CH2:22][CH2:21][CH:20]([CH2:23][CH2:24][C:25](=[O:26])[CH2:2][C:1](=[O:3])[C:4]2[CH:9]=[CH:8][N:7]=[CH:6][CH:5]=2)[CH2:19][CH2:18]1)=[O:16])([CH3:13])([CH3:12])[CH3:11], predict the reactants needed to synthesize it. The reactants are: [C:1]([C:4]1[CH:9]=[CH:8][N:7]=[CH:6][CH:5]=1)(=[O:3])[CH3:2].[C:10]([O:14][C:15]([N:17]1[CH2:22][CH2:21][CH:20]([CH2:23][CH2:24][C:25](O)=[O:26])[CH2:19][CH2:18]1)=[O:16])([CH3:13])([CH3:12])[CH3:11]. (3) Given the product [F:14][C:11]1[CH:12]=[CH:13][C:8]([C:6]2[N:5]=[C:4]3[CH:15]=[CH:16][S:17][C:3]3=[C:2]([N:18]3[CH2:26][CH2:25][CH:21]([C:22]([NH2:24])=[O:23])[CH2:20][CH2:19]3)[CH:7]=2)=[CH:9][CH:10]=1, predict the reactants needed to synthesize it. The reactants are: Cl[C:2]1[CH:7]=[C:6]([C:8]2[CH:13]=[CH:12][C:11]([F:14])=[CH:10][CH:9]=2)[N:5]=[C:4]2[CH:15]=[CH:16][S:17][C:3]=12.[NH:18]1[CH2:26][CH2:25][CH:21]([C:22]([NH2:24])=[O:23])[CH2:20][CH2:19]1.C([O-])(=O)C.[Na+]. (4) Given the product [CH2:1]([O:3][C:4]([C:6]1[NH:7][C:8]2[C:13]([C:14]=1[C:17]1[S:16][CH:20]=[CH:19][CH:18]=1)=[CH:12][CH:11]=[CH:10][CH:9]=2)=[O:5])[CH3:2], predict the reactants needed to synthesize it. The reactants are: [CH2:1]([O:3][C:4]([C:6]1[NH:7][C:8]2[C:13]([C:14]=1Br)=[CH:12][CH:11]=[CH:10][CH:9]=2)=[O:5])[CH3:2].[S:16]1[CH:20]=[CH:19][CH:18]=[C:17]1B(O)O. (5) The reactants are: [C:1]1([C:7]([CH2:9][C:10]2[CH:15]=[CH:14][CH:13]=[CH:12][CH:11]=2)=O)[CH:6]=[CH:5][CH:4]=[CH:3][CH:2]=1.[NH:16]([C:18]1[CH:26]=[CH:25][C:21]([C:22]([OH:24])=[O:23])=[CH:20][CH:19]=1)N.C(O)(=O)C.Cl. Given the product [C:1]1([C:7]2[NH:16][C:18]3[C:26]([C:9]=2[C:10]2[CH:11]=[CH:12][CH:13]=[CH:14][CH:15]=2)=[CH:25][C:21]([C:22]([OH:24])=[O:23])=[CH:20][CH:19]=3)[CH:6]=[CH:5][CH:4]=[CH:3][CH:2]=1, predict the reactants needed to synthesize it. (6) The reactants are: [F:1][C:2]1[CH:3]=[CH:4][C:5]([N:18]2[N:22]=[CH:21][CH:20]=[N:19]2)=[C:6]([C:8]([N:10]2[CH2:17][CH:16]3[CH:12]([CH2:13][NH:14][CH2:15]3)[CH2:11]2)=[O:9])[CH:7]=1.C(OC(N1CC2C(CNC2)C1)=O)(C)(C)C.Cl[C:39]1[CH:44]=[C:43]([CH3:45])[N:42]=[C:41]([CH3:46])[N:40]=1.ClC1N=C(C)C=C(C)N=1. Given the product [CH3:46][C:41]1[N:40]=[C:39]([N:14]2[CH2:13][CH:12]3[CH:16]([CH2:17][N:10]([C:8]([C:6]4[CH:7]=[C:2]([F:1])[CH:3]=[CH:4][C:5]=4[N:18]4[N:22]=[CH:21][CH:20]=[N:19]4)=[O:9])[CH2:11]3)[CH2:15]2)[CH:44]=[C:43]([CH3:45])[N:42]=1, predict the reactants needed to synthesize it.